From a dataset of Full USPTO retrosynthesis dataset with 1.9M reactions from patents (1976-2016). Predict the reactants needed to synthesize the given product. Given the product [CH3:22][C:16]1[CH:17]=[C:18]([CH3:21])[CH:19]=[CH:20][C:15]=1[CH2:14][N:13]1[C:8]([C:4]2[CH:5]=[CH:6][CH:7]=[C:2]([B:30]3[O:34][C:33]([CH3:36])([CH3:35])[C:32]([CH3:38])([CH3:37])[O:31]3)[CH:3]=2)=[CH:9][C:10]([C:26]([F:29])([F:28])[F:27])=[C:11]([C:24]#[N:25])[C:12]1=[O:23], predict the reactants needed to synthesize it. The reactants are: Br[C:2]1[CH:3]=[C:4]([C:8]2[N:13]([CH2:14][C:15]3[CH:20]=[CH:19][C:18]([CH3:21])=[CH:17][C:16]=3[CH3:22])[C:12](=[O:23])[C:11]([C:24]#[N:25])=[C:10]([C:26]([F:29])([F:28])[F:27])[CH:9]=2)[CH:5]=[CH:6][CH:7]=1.[B:30]1([B:30]2[O:34][C:33]([CH3:36])([CH3:35])[C:32]([CH3:38])([CH3:37])[O:31]2)[O:34][C:33]([CH3:36])([CH3:35])[C:32]([CH3:38])([CH3:37])[O:31]1.CC([O-])=O.[K+].N#N.B#B.